This data is from Catalyst prediction with 721,799 reactions and 888 catalyst types from USPTO. The task is: Predict which catalyst facilitates the given reaction. (1) Reactant: Cl.[F:2][C:3]1[CH:8]=[CH:7][C:6]([C:9]2[CH:10]=[C:11]([CH:16]=[CH:17][N:18]=2)[C:12]([O:14][CH3:15])=[O:13])=[CH:5][CH:4]=1. Product: [F:2][C:3]1[CH:8]=[CH:7][C:6]([CH:9]2[CH2:10][CH:11]([C:12]([O:14][CH3:15])=[O:13])[CH2:16][CH2:17][NH:18]2)=[CH:5][CH:4]=1. The catalyst class is: 603. (2) Reactant: Cl.[C:2]([C:4]1[N:9]=[CH:8][C:7]([C:10]2[C:22]3[C:21]4[C:16](=[CH:17][CH:18]=[CH:19][CH:20]=4)[N:15]([C:23]4[CH:35]=[CH:34][C:26]([C:27]([O:29]C(C)(C)C)=[O:28])=[C:25]([NH:36][CH2:37][CH2:38][CH2:39][OH:40])[CH:24]=4)[C:14]=3[CH:13]=[CH:12][CH:11]=2)=[CH:6][CH:5]=1)#[N:3]. Product: [C:2]([C:4]1[N:9]=[CH:8][C:7]([C:10]2[C:22]3[C:21]4[C:16](=[CH:17][CH:18]=[CH:19][CH:20]=4)[N:15]([C:23]4[CH:35]=[CH:34][C:26]([C:27]([OH:29])=[O:28])=[C:25]([NH:36][CH2:37][CH2:38][CH2:39][OH:40])[CH:24]=4)[C:14]=3[CH:13]=[CH:12][CH:11]=2)=[CH:6][CH:5]=1)#[N:3]. The catalyst class is: 12. (3) Reactant: [CH2:1]([O:8][C:9](=[O:18])[NH:10][CH2:11][CH:12]1[CH2:17][CH2:16][NH:15][CH2:14][CH2:13]1)[C:2]1[CH:7]=[CH:6][CH:5]=[CH:4][CH:3]=1.[O:19]1[C:21]2([CH2:26][CH2:25][O:24][CH2:23][CH2:22]2)[CH2:20]1. Product: [CH2:1]([O:8][C:9](=[O:18])[NH:10][CH2:11][CH:12]1[CH2:13][CH2:14][N:15]([CH2:20][C:21]2([OH:19])[CH2:26][CH2:25][O:24][CH2:23][CH2:22]2)[CH2:16][CH2:17]1)[C:2]1[CH:7]=[CH:6][CH:5]=[CH:4][CH:3]=1. The catalyst class is: 5.